This data is from NCI-60 drug combinations with 297,098 pairs across 59 cell lines. The task is: Regression. Given two drug SMILES strings and cell line genomic features, predict the synergy score measuring deviation from expected non-interaction effect. (1) Cell line: SK-MEL-28. Synergy scores: CSS=0.935, Synergy_ZIP=0.164, Synergy_Bliss=0.896, Synergy_Loewe=0.986, Synergy_HSA=0.0348. Drug 1: CCC1(CC2CC(C3=C(CCN(C2)C1)C4=CC=CC=C4N3)(C5=C(C=C6C(=C5)C78CCN9C7C(C=CC9)(C(C(C8N6C)(C(=O)OC)O)OC(=O)C)CC)OC)C(=O)OC)O.OS(=O)(=O)O. Drug 2: C1=NNC2=C1C(=O)NC=N2. (2) Drug 1: C1CC(C1)(C(=O)O)C(=O)O.[NH2-].[NH2-].[Pt+2]. Drug 2: C1=NC2=C(N=C(N=C2N1C3C(C(C(O3)CO)O)F)Cl)N. Cell line: UO-31. Synergy scores: CSS=6.33, Synergy_ZIP=-1.35, Synergy_Bliss=0.570, Synergy_Loewe=-5.18, Synergy_HSA=-0.853.